This data is from Forward reaction prediction with 1.9M reactions from USPTO patents (1976-2016). The task is: Predict the product of the given reaction. (1) Given the reactants F[C:2]1[CH:9]=[C:8]([CH3:10])[CH:7]=[CH:6][C:3]=1[C:4]#[N:5].[NH:11]1[CH2:16][CH2:15][CH2:14][CH2:13][CH2:12]1, predict the reaction product. The product is: [CH3:10][C:8]1[CH:7]=[CH:6][C:3]([C:4]#[N:5])=[C:2]([N:11]2[CH2:16][CH2:15][CH2:14][CH2:13][CH2:12]2)[CH:9]=1. (2) Given the reactants [CH3:1][C:2]1([CH3:24])[CH:11]=[C:10](OS(C(F)(F)F)(=O)=O)[C:9]2[C:4](=[CH:5][CH:6]=[C:7]([C:20]([O:22][CH3:23])=[O:21])[CH:8]=2)[O:3]1.[CH3:25][O:26][C:27]1[CH:32]=[CH:31][CH:30]=[CH:29][C:28]=1OB(O)O.CCN(C(C)C)C(C)C, predict the reaction product. The product is: [CH3:25][O:26][C:27]1[CH:32]=[CH:31][CH:30]=[CH:29][C:28]=1[C:10]1[C:9]2[C:4](=[CH:5][CH:6]=[C:7]([C:20]([O:22][CH3:23])=[O:21])[CH:8]=2)[O:3][C:2]([CH3:24])([CH3:1])[CH:11]=1.